Predict the reactants needed to synthesize the given product. From a dataset of Full USPTO retrosynthesis dataset with 1.9M reactions from patents (1976-2016). (1) Given the product [Cl:1][C:2]1[N:7]=[CH:6][N:5]=[C:4]([CH2:8][OH:9])[CH:3]=1, predict the reactants needed to synthesize it. The reactants are: [Cl:1][C:2]1[N:7]=[CH:6][N:5]=[C:4]([C:8](OC)=[O:9])[CH:3]=1.O1CCCC1.[BH4-].[Na+]. (2) Given the product [CH:1]([NH:4][C:5]([C:7]1[C:15]2[C:10](=[N:11][CH:12]=[C:13]([O:41][C:38]3[CH:39]=[C:40]4[C:35]([CH:34]=[CH:33][NH:32]4)=[CH:36][CH:37]=3)[N:14]=2)[N:9]([CH2:17][O:18][CH2:19][CH2:20][Si:21]([CH3:24])([CH3:23])[CH3:22])[CH:8]=1)=[O:6])([CH3:3])[CH3:2], predict the reactants needed to synthesize it. The reactants are: [CH:1]([NH:4][C:5]([C:7]1[C:15]2[C:10](=[N:11][CH:12]=[C:13](Br)[N:14]=2)[N:9]([CH2:17][O:18][CH2:19][CH2:20][Si:21]([CH3:24])([CH3:23])[CH3:22])[CH:8]=1)=[O:6])([CH3:3])[CH3:2].C(OC([N:32]1[C:40]2[C:35](=[CH:36][CH:37]=[C:38]([OH:41])[CH:39]=2)[CH:34]=[CH:33]1)=O)(C)(C)C.[O-]P([O-])([O-])=O.[K+].[K+].[K+].C(P(C(C)(C)C)C1C=CC=CC=1C1C=CC=CC=1N(C)C)(C)(C)C. (3) Given the product [NH2:1][C:2]1[C:11]2[N:10]=[CH:9][CH:8]=[CH:7][C:6]=2[C:5]2[CH:12]=[C:13]([C:16]([OH:18])=[O:17])[CH:14]=[CH:15][C:4]=2[N:3]=1, predict the reactants needed to synthesize it. The reactants are: [NH2:1][C:2]1[C:11]2[N:10]=[CH:9][CH:8]=[CH:7][C:6]=2[C:5]2[CH:12]=[C:13]([C:16]([O:18]CC)=[O:17])[CH:14]=[CH:15][C:4]=2[N:3]=1.[OH-].[Na+]. (4) Given the product [CH3:14][O:13][C:5]1[C:6]2[C:11](=[C:10]([CH3:12])[CH:9]=[CH:8][CH:7]=2)[C:2]([CH:23]=[O:24])=[CH:3][N:4]=1, predict the reactants needed to synthesize it. The reactants are: Br[C:2]1[C:11]2[C:6](=[CH:7][CH:8]=[CH:9][C:10]=2[CH3:12])[C:5]([O:13][CH3:14])=[N:4][CH:3]=1.[Li]CCCC.CN([CH:23]=[O:24])C.